Dataset: Full USPTO retrosynthesis dataset with 1.9M reactions from patents (1976-2016). Task: Predict the reactants needed to synthesize the given product. (1) Given the product [CH2:1]([NH:8][CH2:9][CH2:10][C:11]1[CH:12]=[C:13]([CH2:17][OH:18])[CH:14]=[CH:15][CH:16]=1)[CH2:2][CH2:3][CH2:4][CH2:5][CH2:6][CH3:7], predict the reactants needed to synthesize it. The reactants are: [CH2:1]([NH:8][C:9](=O)[CH2:10][C:11]1[CH:16]=[CH:15][CH:14]=[C:13]([CH2:17][OH:18])[CH:12]=1)[CH2:2][CH2:3][CH2:4][CH2:5][CH2:6][CH3:7].[BH4-].[Na+].B(F)(F)F.CCOCC.Cl. (2) Given the product [Cl:11][C:12]1[CH:35]=[CH:34][C:15]([CH2:16][C:17]2[N:18]=[C:19]([O:33][CH2:8][CH2:9][CH3:10])[C:20]3[N:25]=[C:24]([C:26]4[CH:31]=[CH:30][CH:29]=[C:28]([F:32])[CH:27]=4)[O:23][C:21]=3[N:22]=2)=[CH:14][CH:13]=1, predict the reactants needed to synthesize it. The reactants are: C(=O)([O-])[O-].[K+].[K+].Br[CH2:8][CH2:9][CH3:10].[Cl:11][C:12]1[CH:35]=[CH:34][C:15]([CH2:16][C:17]2[NH:18][C:19](=[O:33])[C:20]3[N:25]=[C:24]([C:26]4[CH:31]=[CH:30][CH:29]=[C:28]([F:32])[CH:27]=4)[O:23][C:21]=3[N:22]=2)=[CH:14][CH:13]=1.CCCCCCC. (3) Given the product [Br:1][C:2]1[CH:7]=[CH:6][C:5]([O:8][Si:25]([C:21]([CH3:24])([CH3:23])[CH3:22])([CH3:27])[CH3:26])=[C:4]([C:9]([CH3:12])([CH3:13])[CH2:10][CH3:11])[CH:3]=1, predict the reactants needed to synthesize it. The reactants are: [Br:1][C:2]1[CH:7]=[CH:6][C:5]([OH:8])=[C:4]([C:9]([CH3:13])([CH3:12])[CH2:10][CH3:11])[CH:3]=1.C(N(CC)CC)C.[C:21]([Si:25](Cl)([CH3:27])[CH3:26])([CH3:24])([CH3:23])[CH3:22]. (4) The reactants are: Cl.Cl.[CH2:3]([CH:5]1[C:10]2[N:11]=[CH:12][NH:13][C:9]=2[CH2:8][CH2:7][NH:6]1)[CH3:4].C([O-])([O-])=O.[K+].[K+].Cl[C:21]([O:23][CH2:24][C:25]([Cl:28])([Cl:27])[Cl:26])=[O:22].[OH-].[Na+].Cl. Given the product [CH2:3]([CH:5]1[C:10]2[N:11]=[CH:12][NH:13][C:9]=2[CH2:8][CH2:7][N:6]1[C:21]([O:23][CH2:24][C:25]([Cl:28])([Cl:27])[Cl:26])=[O:22])[CH3:4], predict the reactants needed to synthesize it.